Dataset: Forward reaction prediction with 1.9M reactions from USPTO patents (1976-2016). Task: Predict the product of the given reaction. (1) Given the reactants [CH2:1](Br)[CH3:2].[F:4][C:5]1[CH:10]=[CH:9][C:8]([C:11]2[C:12](=[O:25])[NH:13][C:14]([S:23][CH3:24])=[N:15][C:16]=2[C:17]2[CH:22]=[CH:21][N:20]=[CH:19][CH:18]=2)=[CH:7][CH:6]=1.[H-].[Na+].C(O)(=O)C, predict the reaction product. The product is: [CH2:1]([N:13]1[C:12](=[O:25])[C:11]([C:8]2[CH:7]=[CH:6][C:5]([F:4])=[CH:10][CH:9]=2)=[C:16]([C:17]2[CH:22]=[CH:21][N:20]=[CH:19][CH:18]=2)[N:15]=[C:14]1[S:23][CH3:24])[CH3:2]. (2) Given the reactants [CH:1]1([C:4]2[NH:8][N:7]=[C:6]([N:9]3[C:13]4[N:14]=[C:15]([NH:19][C@H:20]([C:23]5[CH:28]=[CH:27][C:26]([F:29])=[CH:25][CH:24]=5)[CH2:21]O)[N:16]=[C:17](C)[C:12]=4[N:11]=N3)[CH:5]=2)[CH2:3][CH2:2]1.[NH4+].[Cl-], predict the reaction product. The product is: [CH:1]1([C:4]2[NH:8][N:7]=[C:6]([NH:9][C:13]3[C:12]([NH2:11])=[CH:17][N:16]=[C:15]([NH:19][C@H:20]([C:23]4[CH:24]=[CH:25][C:26]([F:29])=[CH:27][CH:28]=4)[CH3:21])[N:14]=3)[CH:5]=2)[CH2:3][CH2:2]1.